Dataset: Peptide-MHC class II binding affinity with 134,281 pairs from IEDB. Task: Regression. Given a peptide amino acid sequence and an MHC pseudo amino acid sequence, predict their binding affinity value. This is MHC class II binding data. (1) The peptide sequence is ISSMVEAMVSRARID. The MHC is DRB5_0101 with pseudo-sequence DRB5_0101. The binding affinity (normalized) is 0. (2) The peptide sequence is ELKYFAATQFEPLAA. The MHC is HLA-DPA10201-DPB10501 with pseudo-sequence HLA-DPA10201-DPB10501. The binding affinity (normalized) is 0.761. (3) The peptide sequence is KKPLRPRWCDERVSS. The MHC is DRB5_0101 with pseudo-sequence DRB5_0101. The binding affinity (normalized) is 0. (4) The MHC is DRB1_0405 with pseudo-sequence DRB1_0405. The peptide sequence is GGSLRLSCAASGFTF. The binding affinity (normalized) is 0.574.